This data is from Reaction yield outcomes from USPTO patents with 853,638 reactions. The task is: Predict the reaction yield, written as a fraction of the theoretical maximum amount of product (1.0 means a 100% yield; for example, 0.34 means a 34% yield). The catalyst is C(Cl)Cl.O. The reactants are [CH3:1][C:2]1[N:7]=[C:6]([C:8]([OH:10])=O)[CH:5]=[CH:4][CH:3]=1.[C:11]([C:14]1[C:19]([NH2:20])=[C:18]([CH3:21])[C:17]([O:22][CH3:23])=[CH:16][CH:15]=1)(=[O:13])[CH3:12].N1C=CC=CC=1.O=P(Cl)(Cl)Cl.[OH-].[Na+]. The product is [C:11]([C:14]1[C:19]([NH:20][C:8]([C:6]2[CH:5]=[CH:4][CH:3]=[C:2]([CH3:1])[N:7]=2)=[O:10])=[C:18]([CH3:21])[C:17]([O:22][CH3:23])=[CH:16][CH:15]=1)(=[O:13])[CH3:12]. The yield is 0.860.